From a dataset of Forward reaction prediction with 1.9M reactions from USPTO patents (1976-2016). Predict the product of the given reaction. (1) Given the reactants [O:1]=[C:2]1[N:11]([CH2:12][CH:13]=O)[C:10]2[N:9]=[C:8]([C:15]#[N:16])[CH:7]=[CH:6][C:5]=2[CH:4]=[CH:3]1.[O:17]1[C:26]2[CH:25]=[C:24]([CH2:27][N:28]([CH:36]3[CH2:41][CH2:40][NH:39][CH2:38][CH2:37]3)[C:29](=[O:35])[O:30][C:31]([CH3:34])([CH3:33])[CH3:32])[N:23]=[CH:22][C:21]=2[O:20][CH2:19][CH2:18]1.[BH-](OC(C)=O)(OC(C)=O)OC(C)=O.[Na+].C([O-])(O)=O.[Na+], predict the reaction product. The product is: [C:15]([C:8]1[N:9]=[C:10]2[C:5]([CH:4]=[CH:3][C:2](=[O:1])[N:11]2[CH2:12][CH2:13][N:39]2[CH2:38][CH2:37][CH:36]([N:28]([CH2:27][C:24]3[N:23]=[CH:22][C:21]4[O:20][CH2:19][CH2:18][O:17][C:26]=4[CH:25]=3)[C:29](=[O:35])[O:30][C:31]([CH3:33])([CH3:34])[CH3:32])[CH2:41][CH2:40]2)=[CH:6][CH:7]=1)#[N:16]. (2) Given the reactants [CH3:1][C:2]1([CH:6]2[C:15]3[C:10](=[CH:11][CH:12]=[CH:13][CH:14]=3)[NH:9][C:8](=O)[CH2:7]2)[CH2:5][O:4][CH2:3]1.O1CCCC1.B, predict the reaction product. The product is: [CH3:1][C:2]1([CH:6]2[C:15]3[C:10](=[CH:11][CH:12]=[CH:13][CH:14]=3)[NH:9][CH2:8][CH2:7]2)[CH2:3][O:4][CH2:5]1. (3) Given the reactants [S:1]1[CH2:6][CH2:5][CH2:4][S:3][CH2:2]1.[Li]CCCC.[CH3:12][O:13][CH2:14][CH2:15]Br, predict the reaction product. The product is: [CH3:12][O:13][CH2:14][CH2:15][CH:2]1[S:3][CH2:4][CH2:5][CH2:6][S:1]1. (4) Given the reactants [NH2:1][C:2]1[CH:3]=[C:4]([CH:24]=[CH:25][CH:26]=1)[C:5]([NH:7][CH2:8][C:9]1[CH:14]=[CH:13][CH:12]=[C:11]([NH:15][C:16]2[C:21]([Cl:22])=[CH:20][N:19]=[C:18](Cl)[N:17]=2)[CH:10]=1)=[O:6].Cl, predict the reaction product. The product is: [ClH:22].[Cl:22][C:21]1[CH:20]=[N:19][C:18]2[NH:1][C:2]3[CH:26]=[CH:25][CH:24]=[C:4]([CH:3]=3)[C:5](=[O:6])[NH:7][CH2:8][C:9]3[CH:10]=[C:11]([NH:15][C:16]=1[N:17]=2)[CH:12]=[CH:13][CH:14]=3. (5) Given the reactants [CH3:1][C:2]1[C:7]([N+:8]([O-:10])=[O:9])=[CH:6][N:5]=[C:4](N)[CH:3]=1.N([O-])=[O:13].[Na+].[OH-].[Na+], predict the reaction product. The product is: [CH3:1][C:2]1[C:7]([N+:8]([O-:10])=[O:9])=[CH:6][N:5]=[C:4]([OH:13])[CH:3]=1. (6) Given the reactants [F:1][C:2]1[CH:11]=[C:10]2[C:5]([N:6]=[CH:7][C:8](O)=[N:9]2)=[CH:4][CH:3]=1.P(Cl)(Cl)([Cl:15])=O, predict the reaction product. The product is: [Cl:15][C:8]1[CH:7]=[N:6][C:5]2[C:10](=[CH:11][C:2]([F:1])=[CH:3][CH:4]=2)[N:9]=1.